Dataset: Reaction yield outcomes from USPTO patents with 853,638 reactions. Task: Predict the reaction yield, written as a fraction of the theoretical maximum amount of product (1.0 means a 100% yield; for example, 0.34 means a 34% yield). (1) The reactants are [Cl:1][C:2]1[CH:3]=[CH:4][C:5]2[N:6]([C:8]([CH:11]([C:13]3[C:14]([F:24])=[C:15]4[C:19](=[CH:20][C:21]=3[F:22])[N:18]([CH3:23])[N:17]=[CH:16]4)O)=[CH:9][N:10]=2)[N:7]=1.II.[PH2](=O)O.ClC1C=CC2N(C(C(C3C(F)=C4C(=CC=3F)N(C)N=C4)C)=CN=2)N=1. No catalyst specified. The product is [Cl:1][C:2]1[CH:3]=[CH:4][C:5]2[N:6]([C:8]([CH2:11][C:13]3[C:14]([F:24])=[C:15]4[C:19](=[CH:20][C:21]=3[F:22])[N:18]([CH3:23])[N:17]=[CH:16]4)=[CH:9][N:10]=2)[N:7]=1. The yield is 0.780. (2) The reactants are [OH:1][CH:2]([C:13]1[CH:18]=[CH:17][CH:16]=[CH:15][CH:14]=1)[C:3]1[O:7][N:6]=[C:5]([C:8]([O:10]CC)=O)[CH:4]=1.Cl.[Cl:20][C:21]1[CH:22]=[C:23]2[C:27](=[CH:28][CH:29]=1)[NH:26][CH:25]=[C:24]2[CH2:30][CH2:31][NH2:32].CN(C(ON1N=NC2C=CC=NC1=2)=[N+](C)C)C.F[P-](F)(F)(F)(F)F.C(N(CC)C(C)C)(C)C. The catalyst is O1CCCC1.[OH-].[Na+].O.CN(C=O)C.C(OCC)(=O)C. The product is [Cl:20][C:21]1[CH:22]=[C:23]2[C:27](=[CH:28][CH:29]=1)[NH:26][CH:25]=[C:24]2[CH2:30][CH2:31][NH:32][C:8]([C:5]1[CH:4]=[C:3]([CH:2]([OH:1])[C:13]2[CH:14]=[CH:15][CH:16]=[CH:17][CH:18]=2)[O:7][N:6]=1)=[O:10]. The yield is 0.950. (3) The catalyst is ClCCCl. The product is [Br:1][C:2]1[C:7]([CH3:8])=[CH:6][C:5]([OH:9])=[C:4]([F:16])[C:3]=1[CH3:10]. The yield is 0.360. The reactants are [Br:1][C:2]1[C:7]([CH3:8])=[CH:6][C:5]([OH:9])=[CH:4][C:3]=1[CH3:10].[O-]S(C(F)(F)[F:16])(=O)=O.F[N+]1C=CC=CC=1.S([O-])([O-])(=O)=S.[Na+].[Na+]. (4) The reactants are C[O:2][C:3](=[O:42])[C@@H:4]([NH:8][C:9](=[O:41])[C:10]1[CH:15]=[CH:14][C:13]([C:16]2[CH:21]=[CH:20][C:19]([NH:22][C:23]([C:25]3[N:26]=[C:27]([C:34]4[CH:39]=[CH:38][CH:37]=[CH:36][CH:35]=4)[O:28][C:29]=3[C:30]([F:33])([F:32])[F:31])=[O:24])=[CH:18][N:17]=2)=[C:12]([Cl:40])[CH:11]=1)[CH:5]([CH3:7])[CH3:6].CO.O.O.[OH-].[Li+]. The catalyst is O1CCCC1. The product is [Cl:40][C:12]1[CH:11]=[C:10]([CH:15]=[CH:14][C:13]=1[C:16]1[CH:21]=[CH:20][C:19]([NH:22][C:23]([C:25]2[N:26]=[C:27]([C:34]3[CH:35]=[CH:36][CH:37]=[CH:38][CH:39]=3)[O:28][C:29]=2[C:30]([F:31])([F:33])[F:32])=[O:24])=[CH:18][N:17]=1)[C:9]([NH:8][CH:4]([CH:5]([CH3:6])[CH3:7])[C:3]([OH:42])=[O:2])=[O:41]. The yield is 0.930. (5) The reactants are [CH3:1][O:2][C:3]1[CH:8]=[CH:7][C:6]([NH:9][C:10]2[CH:15]=[CH:14][CH:13]=[CH:12][C:11]=2[NH:16][C:17]([C:19]2[CH:23]=[CH:22][O:21][C:20]=2[CH3:24])=O)=[CH:5][CH:4]=1. The catalyst is CC(O)=O. The product is [CH3:1][O:2][C:3]1[CH:8]=[CH:7][C:6]([N:9]2[C:10]3[CH:15]=[CH:14][CH:13]=[CH:12][C:11]=3[N:16]=[C:17]2[C:19]2[CH:23]=[CH:22][O:21][C:20]=2[CH3:24])=[CH:5][CH:4]=1. The yield is 0.430. (6) The reactants are C(N(C(C)C)C(C)C)C.[C:21]([O:20][C:18](O[C:18]([O:20][C:21]([CH3:24])([CH3:23])[CH3:22])=[O:19])=[O:19])([CH3:24])([CH3:23])[CH3:22].[CH:25]1([CH2:31][CH2:32][CH2:33][NH:34][CH3:35])[CH2:30][CH2:29][CH:28]=[CH:27][CH2:26]1.ClCCl. The catalyst is O1CCOCC1.C(OCC)(=O)C. The product is [C:21]([O:20][C:18](=[O:19])[N:34]([CH2:33][CH2:32][CH2:31][CH:25]1[CH2:30][CH2:29][CH:28]=[CH:27][CH2:26]1)[CH3:35])([CH3:22])([CH3:23])[CH3:24]. The yield is 1.00. (7) The reactants are [OH:1][C:2]1[CH:11]=[C:10]2[C:5]([CH:6]=[CH:7][CH:8]=[C:9]2[NH:12][C:13](=[O:15])[CH3:14])=[CH:4][CH:3]=1.[C:16](=O)([O-])[O-].[K+].[K+].IC. The catalyst is CC(C)=O. The product is [CH3:16][O:1][C:2]1[CH:11]=[C:10]2[C:5]([CH:6]=[CH:7][CH:8]=[C:9]2[NH:12][C:13](=[O:15])[CH3:14])=[CH:4][CH:3]=1. The yield is 0.860. (8) The reactants are [S:1](Cl)([CH3:4])(=[O:3])=[O:2].[OH:6][C@H:7]1[CH2:15][C:14]2[C:9](=[CH:10][CH:11]=[CH:12][CH:13]=2)[C@@H:8]1[NH:16][C:17](=[O:23])[O:18][C:19]([CH3:22])([CH3:21])[CH3:20].C(N(CC)CC)C. The catalyst is C(Cl)Cl. The product is [CH3:4][S:1]([O:6][C@H:7]1[CH2:15][C:14]2[C:9](=[CH:10][CH:11]=[CH:12][CH:13]=2)[C@@H:8]1[NH:16][C:17]([O:18][C:19]([CH3:22])([CH3:21])[CH3:20])=[O:23])(=[O:3])=[O:2]. The yield is 0.910.